This data is from NCI-60 drug combinations with 297,098 pairs across 59 cell lines. The task is: Regression. Given two drug SMILES strings and cell line genomic features, predict the synergy score measuring deviation from expected non-interaction effect. (1) Cell line: HOP-92. Drug 2: C(=O)(N)NO. Drug 1: CNC(=O)C1=CC=CC=C1SC2=CC3=C(C=C2)C(=NN3)C=CC4=CC=CC=N4. Synergy scores: CSS=1.71, Synergy_ZIP=-1.03, Synergy_Bliss=-1.51, Synergy_Loewe=-2.32, Synergy_HSA=-3.18. (2) Drug 1: C1=NC2=C(N1)C(=S)N=CN2. Drug 2: C1=NC2=C(N=C(N=C2N1C3C(C(C(O3)CO)O)F)Cl)N. Cell line: SF-268. Synergy scores: CSS=2.57, Synergy_ZIP=-1.51, Synergy_Bliss=2.54, Synergy_Loewe=0.996, Synergy_HSA=1.31.